This data is from Forward reaction prediction with 1.9M reactions from USPTO patents (1976-2016). The task is: Predict the product of the given reaction. (1) Given the reactants [OH:1][C:2]1[CH:7]=[CH:6][C:5]([C:8]2[CH:13]=[CH:12][C:11]([CH2:14][CH2:15][C:16]([O:18][CH2:19][CH3:20])=[O:17])=[CH:10][CH:9]=2)=[CH:4][CH:3]=1.C(=O)([O-])[O-].[K+].[K+].Br[CH2:28]/[C:29](/[C:33]1[CH:38]=[CH:37][CH:36]=[CH:35][CH:34]=1)=[N:30]\[O:31][CH3:32], predict the reaction product. The product is: [CH3:32][O:31]/[N:30]=[C:29](/[C:33]1[CH:38]=[CH:37][CH:36]=[CH:35][CH:34]=1)\[CH2:28][O:1][C:2]1[CH:3]=[CH:4][C:5]([C:8]2[CH:13]=[CH:12][C:11]([CH2:14][CH2:15][C:16]([O:18][CH2:19][CH3:20])=[O:17])=[CH:10][CH:9]=2)=[CH:6][CH:7]=1. (2) Given the reactants [CH3:1][C:2]1[CH:7]=[C:6]([C:8]#[C:9][CH3:10])[CH:5]=[C:4]([CH3:11])[C:3]=1[C:12]1[C:13](=[O:26])[CH:14]([CH2:19][C:20]2[CH:25]=[CH:24][CH:23]=[CH:22][N:21]=2)[CH2:15][C:16]=1[O:17]C, predict the reaction product. The product is: [CH3:1][C:2]1[CH:7]=[C:6]([C:8]#[C:9][CH3:10])[CH:5]=[C:4]([CH3:11])[C:3]=1[CH:12]1[C:13](=[O:26])[CH:14]([CH2:19][C:20]2[CH:25]=[CH:24][CH:23]=[CH:22][N:21]=2)[CH2:15][C:16]1=[O:17]. (3) Given the reactants [NH:1]1[C:9]2[C:4](=[C:5]([C:10]3[N:11]=[C:12]([N:22]4[CH2:27][CH2:26][O:25][CH2:24][CH2:23]4)[C:13]4[CH:18]=[C:17]([C:19]([OH:21])=O)SC=4[N:15]=3)[CH:6]=[CH:7][CH:8]=2)[CH:3]=[N:2]1.[C:28]([NH:31][C:32]1[CH:33]=[C:34](B(O)O)[CH:35]=[CH:36][CH:37]=1)(=[O:30])[CH3:29], predict the reaction product. The product is: [NH:1]1[C:9]2[C:4](=[C:5]([C:10]3[N:11]=[C:12]([N:22]4[CH2:23][CH2:24][O:25][CH2:26][CH2:27]4)[C:13]4[O:21][C:19]([C:34]5[CH:33]=[C:32]([NH:31][C:28](=[O:30])[CH3:29])[CH:37]=[CH:36][CH:35]=5)=[CH:17][C:18]=4[N:15]=3)[CH:6]=[CH:7][CH:8]=2)[CH:3]=[N:2]1. (4) Given the reactants Cl.C(OC([N:9]1[C:13]2=[C:14]([NH:29][S:30]([C:33]3([CH2:36][CH:37]([OH:40])[CH2:38][OH:39])[CH2:35][CH2:34]3)(=[O:32])=[O:31])[C:15]([NH:20][C:21]3[CH:26]=[CH:25][C:24]([I:27])=[CH:23][C:22]=3[F:28])=[C:16]([CH3:19])[C:17](=[O:18])[N:12]2[CH2:11][CH2:10]1)=O)(C)(C)C.CO, predict the reaction product. The product is: [F:28][C:22]1[CH:23]=[C:24]([I:27])[CH:25]=[CH:26][C:21]=1[NH:20][C:15]1[C:14]([NH:29][S:30]([C:33]2([CH2:36][CH:37]([OH:40])[CH2:38][OH:39])[CH2:34][CH2:35]2)(=[O:31])=[O:32])=[C:13]2[NH:9][CH2:10][CH2:11][N:12]2[C:17](=[O:18])[C:16]=1[CH3:19]. (5) Given the reactants [CH3:1][O:2][C:3]1[CH:4]=[C:5]([NH:11][C:12]2[N:17]=[C:16](SC)[N:15]3[CH:20]=[CH:21][N:22]=[C:14]3[C:13]=2[C:23]([NH2:25])=[O:24])[CH:6]=[C:7]([O:9][CH3:10])[CH:8]=1.CCN(C(C)C)C(C)C.[NH2:35][CH2:36][C:37]1[CH:43]=[CH:42][C:40]([NH2:41])=[CH:39][CH:38]=1, predict the reaction product. The product is: [NH2:41][C:40]1[CH:42]=[CH:43][C:37]([CH2:36][NH:35][C:16]2[N:15]3[CH:20]=[CH:21][N:22]=[C:14]3[C:13]([C:23]([NH2:25])=[O:24])=[C:12]([NH:11][C:5]3[CH:4]=[C:3]([O:2][CH3:1])[CH:8]=[C:7]([O:9][CH3:10])[CH:6]=3)[N:17]=2)=[CH:38][CH:39]=1. (6) Given the reactants [NH:1]1[C:9]2[C:4](=[CH:5][CH:6]=[CH:7][CH:8]=2)[C:3]([C:10]([OH:12])=[O:11])=[N:2]1.S(Cl)(Cl)=O.[CH3:17]O, predict the reaction product. The product is: [NH:1]1[C:9]2[C:4](=[CH:5][CH:6]=[CH:7][CH:8]=2)[C:3]([C:10]([O:12][CH3:17])=[O:11])=[N:2]1.